Dataset: Catalyst prediction with 721,799 reactions and 888 catalyst types from USPTO. Task: Predict which catalyst facilitates the given reaction. (1) Reactant: [CH2:1]([C:8]1[CH:9]=[N:10][CH:11]=[C:12](Br)[CH:13]=1)[C:2]1[CH:7]=[CH:6][CH:5]=[CH:4][CH:3]=1.C([Mg]Cl)(C)C.C([Li])CCC.[Br:25][C:26]1[CH:31]=[CH:30][C:29]([C:32]2[O:36][N:35]=[C:34]([CH3:37])[C:33]=2[CH:38]=[O:39])=[CH:28][CH:27]=1. Product: [CH2:1]([C:8]1[CH:13]=[C:12]([CH:38]([C:33]2[C:34]([CH3:37])=[N:35][O:36][C:32]=2[C:29]2[CH:30]=[CH:31][C:26]([Br:25])=[CH:27][CH:28]=2)[OH:39])[CH:11]=[N:10][CH:9]=1)[C:2]1[CH:7]=[CH:6][CH:5]=[CH:4][CH:3]=1. The catalyst class is: 1. (2) The catalyst class is: 292. Product: [F:11][CH:2]([F:1])[C:3]1[CH:4]=[C:5]([N:6]2[CH:12]=[C:32]([C:31]([OH:34])=[O:33])[N:22]=[CH:25]2)[CH:7]=[CH:8][C:9]=1[F:10]. Reactant: [F:1][CH:2]([F:11])[C:3]1[CH:4]=[C:5]([CH:7]=[CH:8][C:9]=1[F:10])[NH2:6].[CH:12](OCC)(OCC)OCC.[N+:22]([CH2:25]C(OCC)=O)([O-])=O.[C:31]([OH:34])(=[O:33])[CH3:32]. (3) Reactant: C1[O:9][C:8]2[CH:7]=[CH:6][C:5]([C:10]([CH:12]([C:14]3[CH:19]=[CH:18][C:17]4[O:20]C[O:22][C:16]=4[CH:15]=3)O)=O)=[CH:4][C:3]=2[O:2]1. Product: [OH:2][C:3]1[CH:4]=[C:5]([CH2:10][CH2:12][C:14]2[CH:19]=[CH:18][C:17]([OH:20])=[C:16]([OH:22])[CH:15]=2)[CH:6]=[CH:7][C:8]=1[OH:9]. The catalyst class is: 105. (4) Product: [Cl:14][C:10]1[CH:9]=[C:8]([C:6]2[N:7]=[C:2]([NH:32][C:31]3[CH:33]=[CH:34][C:35]([O:36][CH3:37])=[C:29]([O:28][CH3:27])[CH:30]=3)[C:3]3[NH:17][N:16]=[CH:15][C:4]=3[N:5]=2)[CH:13]=[CH:12][CH:11]=1. Reactant: Cl[C:2]1[C:3]2[C:4](=[CH:15][N:16](CC3C=CC(OC)=CC=3)[N:17]=2)[N:5]=[C:6]([C:8]2[CH:13]=[CH:12][CH:11]=[C:10]([Cl:14])[CH:9]=2)[N:7]=1.[CH3:27][O:28][C:29]1[CH:30]=[C:31]([CH:33]=[CH:34][C:35]=1[O:36][CH3:37])[NH2:32].Cl. The catalyst class is: 71. (5) Reactant: [O:1]=[C:2]1[CH:7]=[CH:6][N:5]([C:8]2[CH:9]=[N:10][N:11]([CH:13]([CH3:15])[CH3:14])[CH:12]=2)[N:4]=[C:3]1[C:16]([O:18]C(C)(C)C)=[O:17].C(O)(C(F)(F)F)=O. Product: [O:1]=[C:2]1[CH:7]=[CH:6][N:5]([C:8]2[CH:9]=[N:10][N:11]([CH:13]([CH3:14])[CH3:15])[CH:12]=2)[N:4]=[C:3]1[C:16]([OH:18])=[O:17]. The catalyst class is: 2. (6) Reactant: [N+:1]([C:4]1[CH:5]=[C:6]2[C:10](=[CH:11][CH:12]=1)[CH2:9][NH:8][CH2:7]2)([O-:3])=[O:2].C(=O)([O-])[O-].[K+].[K+].[Cl:19][CH2:20][C:21](Cl)=[O:22]. Product: [Cl:19][CH2:20][C:21]([CH:9]1[C:10]2[C:6](=[CH:5][C:4]([N+:1]([O-:3])=[O:2])=[CH:12][CH:11]=2)[CH2:7][NH:8]1)=[O:22]. The catalyst class is: 13.